This data is from Full USPTO retrosynthesis dataset with 1.9M reactions from patents (1976-2016). The task is: Predict the reactants needed to synthesize the given product. (1) Given the product [Cl:37][C:38]1[CH:45]=[CH:44][CH:43]=[C:42]([Cl:46])[C:39]=1[CH2:40][C:2]1[CH:3]=[C:4]([NH:14][C:15]2[CH:20]=[CH:19][C:18]([N:21]3[CH2:22][CH2:23][NH:24][CH2:25][CH2:26]3)=[CH:17][C:16]=2[O:34][CH3:35])[C:5]2[C:11](=[O:12])[NH:10][CH2:9][CH2:8][NH:7][C:6]=2[N:13]=1, predict the reactants needed to synthesize it. The reactants are: Cl[C:2]1[CH:3]=[C:4]([NH:14][C:15]2[CH:20]=[CH:19][C:18]([N:21]3[CH2:26][CH2:25][N:24](C(OC(C)(C)C)=O)[CH2:23][CH2:22]3)=[CH:17][C:16]=2[O:34][CH3:35])[C:5]2[C:11](=[O:12])[NH:10][CH2:9][CH2:8][NH:7][C:6]=2[N:13]=1.[Br-].[Cl:37][C:38]1[CH:45]=[CH:44][CH:43]=[C:42]([Cl:46])[C:39]=1[CH2:40][Zn+]. (2) Given the product [CH:16]1([CH2:15][C@H:11]([N:9]2[CH2:10][C:6]3[CH2:5][C:4]4[C:3]([O:2][CH3:1])=[CH:27][CH:26]=[CH:25][C:24]=4[O:23][C:7]=3[C:8]2=[O:22])[C:12]([NH:34][C:35]2[CH:40]=[CH:39][CH:38]=[CH:37][N:36]=2)=[O:13])[CH2:17][CH2:18][CH2:19][CH2:20][CH2:21]1, predict the reactants needed to synthesize it. The reactants are: [CH3:1][O:2][C:3]1[C:4]2[CH2:5][C:6]3[CH2:10][N:9]([C@@H:11]([CH2:15][CH:16]4[CH2:21][CH2:20][CH2:19][CH2:18][CH2:17]4)[C:12](O)=[O:13])[C:8](=[O:22])[C:7]=3[O:23][C:24]=2[CH:25]=[CH:26][CH:27]=1.C(Cl)(=O)C(Cl)=O.[NH2:34][C:35]1[CH:40]=[CH:39][CH:38]=[CH:37][N:36]=1. (3) Given the product [NH:15]1[CH2:16][CH2:17][CH:12]([NH:11][C:10]([NH:9][C:6]2[CH:7]=[CH:8][C:3]([C:2]([F:1])([F:26])[F:27])=[CH:4][CH:5]=2)=[O:25])[CH2:13][CH2:14]1, predict the reactants needed to synthesize it. The reactants are: [F:1][C:2]([F:27])([F:26])[C:3]1[CH:8]=[CH:7][C:6]([NH:9][C:10](=[O:25])[NH:11][CH:12]2[CH2:17][CH2:16][N:15](C(OC(C)(C)C)=O)[CH2:14][CH2:13]2)=[CH:5][CH:4]=1. (4) Given the product [C:23]([C:20]1[N:19]=[N:18][C:17]([N:14]2[CH2:15][CH2:16][CH:11]([NH:10][C:9]3[C:4]4[N:5]([CH:30]=[C:2]([NH:35][C:33](=[O:34])[C:32]([F:37])([F:36])[F:31])[CH:3]=4)[N:6]=[CH:7][C:8]=3[C:27]([NH2:29])=[O:28])[C:12]([CH3:25])([CH3:26])[CH2:13]2)=[CH:22][CH:21]=1)#[N:24], predict the reactants needed to synthesize it. The reactants are: Br[C:2]1[CH:3]=[C:4]2[C:9]([NH:10][CH:11]3[CH2:16][CH2:15][N:14]([C:17]4[N:18]=[N:19][C:20]([C:23]#[N:24])=[CH:21][CH:22]=4)[CH2:13][C:12]3([CH3:26])[CH3:25])=[C:8]([C:27]([NH2:29])=[O:28])[CH:7]=[N:6][N:5]2[CH:30]=1.[F:31][C:32]([F:37])([F:36])[C:33]([NH2:35])=[O:34].C(=O)([O-])[O-].[K+].[K+].CNCCNC. (5) Given the product [CH2:18]([O:17][C:11]1[CH:12]=[CH:13][CH:14]=[C:15]([F:16])[C:10]=1[C:9]([OH:25])=[O:8])[C:19]1[CH:20]=[CH:21][CH:22]=[CH:23][CH:24]=1, predict the reactants needed to synthesize it. The reactants are: C([O:8][C:9](=[O:25])[C:10]1[C:15]([F:16])=[CH:14][CH:13]=[CH:12][C:11]=1[O:17][CH2:18][C:19]1[CH:24]=[CH:23][CH:22]=[CH:21][CH:20]=1)C1C=CC=CC=1.[OH-].[Na+]. (6) Given the product [Cl:1][C:2]1[C:11]2[CH2:10][CH2:9][CH2:8][CH:7]([OH:17])[C:6]=2[N:5]=[C:4]([CH3:13])[CH:3]=1, predict the reactants needed to synthesize it. The reactants are: [Cl:1][C:2]1[C:11]2[CH2:10][CH2:9][CH2:8][CH2:7][C:6]=2[N+:5]([O-])=[C:4]([CH3:13])[CH:3]=1.FC(F)(F)C(OC(=O)C(F)(F)F)=[O:17].[OH-].[Na+]. (7) Given the product [Cl:22][C:2]1[C:11]([C:12]2[CH:17]=[CH:16][CH:15]=[CH:14][CH:13]=2)=[CH:10][C:9]2[C:8]([C:18]#[N:19])=[N:7][CH:6]=[CH:5][C:4]=2[N:3]=1, predict the reactants needed to synthesize it. The reactants are: O=[C:2]1[C:11]([C:12]2[CH:17]=[CH:16][CH:15]=[CH:14][CH:13]=2)=[CH:10][C:9]2[C:8]([C:18]#[N:19])=[N:7][CH:6]=[CH:5][C:4]=2[NH:3]1.O=P(Cl)(Cl)[Cl:22]. (8) Given the product [Cl:28][C:27]1[C:22]([N:8]2[CH2:9][CH2:10][C:5]3[C:4](=[O:11])[NH:3][CH:2]=[N:1][C:6]=3[CH2:7]2)=[N:23][CH:24]=[CH:25][CH:26]=1, predict the reactants needed to synthesize it. The reactants are: [N:1]1[C:6]2[CH2:7][NH:8][CH2:9][CH2:10][C:5]=2[C:4](=[O:11])[NH:3][CH:2]=1.CCN(C(C)C)C(C)C.Cl[C:22]1[C:27]([Cl:28])=[CH:26][CH:25]=[CH:24][N:23]=1.